Predict which catalyst facilitates the given reaction. From a dataset of Catalyst prediction with 721,799 reactions and 888 catalyst types from USPTO. (1) Reactant: [H-].[K+].[CH3:3][C:4]1[CH2:8][C:7]([CH3:9])=[C:6]([CH3:10])[C:5]=1[CH3:11].Cl[Si:13]([C:42]1[CH:47]=[C:46]([Si:48]([CH3:51])([CH3:50])[CH3:49])[CH:45]=[C:44]([Si:52]([CH3:55])([CH3:54])[CH3:53])[CH:43]=1)([C:28]1[CH:33]=[C:32]([Si:34]([CH3:37])([CH3:36])[CH3:35])[CH:31]=[C:30]([Si:38]([CH3:41])([CH3:40])[CH3:39])[CH:29]=1)[C:14]1[CH:19]=[C:18]([Si:20]([CH3:23])([CH3:22])[CH3:21])[CH:17]=[C:16]([Si:24]([CH3:27])([CH3:26])[CH3:25])[CH:15]=1.C(=O)([O-])O.[Na+].C(=O)([O-])[O-].[Na+].[Na+]. Product: [CH3:39][Si:38]([CH3:41])([CH3:40])[C:30]1[CH:29]=[C:28]([Si:13]([C:42]2[CH:43]=[C:44]([Si:52]([CH3:55])([CH3:54])[CH3:53])[CH:45]=[C:46]([Si:48]([CH3:51])([CH3:50])[CH3:49])[CH:47]=2)([C:14]2[CH:19]=[C:18]([Si:20]([CH3:21])([CH3:22])[CH3:23])[CH:17]=[C:16]([Si:24]([CH3:26])([CH3:25])[CH3:27])[CH:15]=2)[C:8]2[CH:7]([CH3:9])[C:6]([CH3:10])=[C:5]([CH3:11])[C:4]=2[CH3:3])[CH:33]=[C:32]([Si:34]([CH3:35])([CH3:36])[CH3:37])[CH:31]=1. The catalyst class is: 207. (2) Reactant: [Br:1][C:2]1[CH:11]=[CH:10][C:9]2[N:8]=[CH:7][C:6]3[NH:12][C:13](=[O:26])[N:14]([C:15]4[CH:20]=[CH:19][C:18]([C:21]([CH3:25])([CH3:24])[C:22]#[N:23])=[CH:17][CH:16]=4)[C:5]=3[C:4]=2[CH:3]=1.C(N(CC)CC)C.[F:34][C:35]1[CH:36]=[C:37]([S:41](Cl)(=[O:43])=[O:42])[CH:38]=[CH:39][CH:40]=1.O. Product: [Br:1][C:2]1[CH:11]=[CH:10][C:9]2[N:8]=[CH:7][C:6]3[N:12]([S:41]([C:37]4[CH:38]=[CH:39][CH:40]=[C:35]([F:34])[CH:36]=4)(=[O:43])=[O:42])[C:13](=[O:26])[N:14]([C:15]4[CH:20]=[CH:19][C:18]([C:21]([CH3:24])([CH3:25])[C:22]#[N:23])=[CH:17][CH:16]=4)[C:5]=3[C:4]=2[CH:3]=1. The catalyst class is: 4. (3) Reactant: [CH3:1][N:2]1[CH2:7][CH2:6][CH:5]([C:8]2[NH:9][C:10](=[O:18])[C:11]3[C:16]([CH:17]=2)=[CH:15][CH:14]=[CH:13][CH:12]=3)[CH2:4][CH2:3]1. Product: [CH3:1][N:2]1[CH2:7][CH2:6][CH:5]([CH:8]2[CH2:17][C:16]3[C:11](=[CH:12][CH:13]=[CH:14][CH:15]=3)[C:10](=[O:18])[NH:9]2)[CH2:4][CH2:3]1. The catalyst class is: 129. (4) Reactant: [F:1][C:2]1[CH:9]=[C:8]([NH:10][C:11]2[C:16]([N+:17]([O-])=O)=[CH:15][CH:14]=[CH:13][N:12]=2)[CH:7]=[CH:6][C:3]=1[C:4]#[N:5].O1CCCC1.[Cl-].[NH4+]. Product: [NH2:17][C:16]1[C:11]([NH:10][C:8]2[CH:7]=[CH:6][C:3]([C:4]#[N:5])=[C:2]([F:1])[CH:9]=2)=[N:12][CH:13]=[CH:14][CH:15]=1. The catalyst class is: 739. (5) Reactant: [Cl:1][C:2]1[C:3]([CH2:9][CH2:10][NH:11]C(=O)OC(C)(C)C)=[N:4][CH:5]=[C:6]([Cl:8])[CH:7]=1.C(O)(C(F)(F)F)=O. Product: [Cl:1][C:2]1[C:3]([CH2:9][CH2:10][NH2:11])=[N:4][CH:5]=[C:6]([Cl:8])[CH:7]=1. The catalyst class is: 2.